This data is from Full USPTO retrosynthesis dataset with 1.9M reactions from patents (1976-2016). The task is: Predict the reactants needed to synthesize the given product. (1) Given the product [CH2:16]([O:6][C:5](=[O:7])[C:4]1[CH:8]=[C:9]([O:11][C:12]([F:13])([F:14])[F:15])[CH:10]=[C:2]([Br:1])[CH:3]=1)[CH3:17], predict the reactants needed to synthesize it. The reactants are: [Br:1][C:2]1[CH:3]=[C:4]([CH:8]=[C:9]([O:11][C:12]([F:15])([F:14])[F:13])[CH:10]=1)[C:5]([OH:7])=[O:6].[CH2:16](OC(=O)C1C=CC(Br)=C(C(F)(F)F)C=1)[CH3:17]. (2) Given the product [C:1]([O:5][C:6]([N:8]1[CH2:9][CH:10]([N:12]([C:13]([C:16](=[O:18])[NH2:17])([CH3:15])[CH3:14])[CH3:21])[CH2:11]1)=[O:7])([CH3:4])([CH3:2])[CH3:3], predict the reactants needed to synthesize it. The reactants are: [C:1]([O:5][C:6]([N:8]1[CH2:11][CH:10]([NH:12][C:13]([C:16](=[O:18])[NH2:17])([CH3:15])[CH3:14])[CH2:9]1)=[O:7])([CH3:4])([CH3:3])[CH3:2].C=O.[C:21](O[BH-](OC(=O)C)OC(=O)C)(=O)C.[Na+]. (3) Given the product [CH2:37]([O:39][C:40](=[O:43])[CH2:41][N:25]1[CH2:24][CH2:23][C:22]([OH:28])([C:19]2[CH:18]=[CH:17][C:16]([C:13]3[CH:14]=[N:15][C:10]([NH:9][C:6]4[CH:7]=[N:8][C:3]([C:2]([F:1])([F:29])[F:30])=[CH:4][CH:5]=4)=[CH:11][CH:12]=3)=[CH:21][CH:20]=2)[CH2:27][CH2:26]1)[CH3:38], predict the reactants needed to synthesize it. The reactants are: [F:1][C:2]([F:30])([F:29])[C:3]1[N:8]=[CH:7][C:6]([NH:9][C:10]2[N:15]=[CH:14][C:13]([C:16]3[CH:21]=[CH:20][C:19]([C:22]4([OH:28])[CH2:27][CH2:26][NH:25][CH2:24][CH2:23]4)=[CH:18][CH:17]=3)=[CH:12][CH:11]=2)=[CH:5][CH:4]=1.C([O-])([O-])=O.[K+].[K+].[CH2:37]([O:39][C:40](=[O:43])[CH2:41]Br)[CH3:38]. (4) Given the product [CH2:10]([N:13]1[C:17](=[O:18])[C:16](=[CH:26][CH2:27][CH2:28][CH3:29])[NH:15][C:14]1=[S:19])[CH:11]=[CH2:12], predict the reactants needed to synthesize it. The reactants are: COCCOCCOC.[CH2:10]([N:13]1[C:17](=[O:18])[CH2:16][NH:15][C:14]1=[S:19])[CH:11]=[CH2:12].N1CCOCC1.[CH:26](=O)[CH2:27][CH2:28][CH3:29]. (5) Given the product [C:1]([C:9]1[CH:10]=[C:11]([CH:15]=[CH:16][CH:17]=1)[C:12]([Cl:21])=[O:13])(=[O:8])[C:2]1[CH:7]=[CH:6][CH:5]=[CH:4][CH:3]=1, predict the reactants needed to synthesize it. The reactants are: [C:1]([C:9]1[CH:10]=[C:11]([CH:15]=[CH:16][CH:17]=1)[C:12](O)=[O:13])(=[O:8])[C:2]1[CH:7]=[CH:6][CH:5]=[CH:4][CH:3]=1.C(Cl)(=O)C([Cl:21])=O.CN(C)C=O.